Dataset: Catalyst prediction with 721,799 reactions and 888 catalyst types from USPTO. Task: Predict which catalyst facilitates the given reaction. (1) Reactant: FC(F)(F)C(O)=O.[Cl:8][C:9]1[C:10]([F:37])=[C:11]([CH:15]2[C:19]([C:27]#[N:28])([C:20]3[CH:25]=[CH:24][C:23]([F:26])=[CH:22][CH:21]=3)[CH:18]([CH2:29][C:30]([CH3:33])([CH3:32])[CH3:31])[NH:17][CH:16]2[C:34](O)=[O:35])[CH:12]=[CH:13][CH:14]=1.CC1(C)[O:43][C@@H:42]([CH2:44][CH2:45][NH2:46])[CH2:41][O:40]1.CN(C(ON1N=NC2C=CC=NC1=2)=[N+](C)C)C.F[P-](F)(F)(F)(F)F.CCN(C(C)C)C(C)C.Cl. Product: [OH:43][C@H:42]([CH2:41][OH:40])[CH2:44][CH2:45][NH:46][C:34]([CH:16]1[CH:15]([C:11]2[CH:12]=[CH:13][CH:14]=[C:9]([Cl:8])[C:10]=2[F:37])[C:19]([C:27]#[N:28])([C:20]2[CH:21]=[CH:22][C:23]([F:26])=[CH:24][CH:25]=2)[CH:18]([CH2:29][C:30]([CH3:33])([CH3:32])[CH3:31])[NH:17]1)=[O:35]. The catalyst class is: 539. (2) Reactant: Br[C:2]1[CH:3]=[N:4][C:5]([NH:8][C:9]2[CH:24]=[CH:23][C:12]([CH2:13][N:14]3[CH2:19][CH2:18][CH:17]([C:20]([OH:22])=[O:21])[CH2:16][CH2:15]3)=[CH:11][CH:10]=2)=[N:6][CH:7]=1.[F:25][C:26]([F:38])([F:37])[O:27][C:28]1[CH:33]=[CH:32][C:31](B(O)O)=[CH:30][CH:29]=1.C([O-])([O-])=O.[Na+].[Na+]. Product: [F:25][C:26]([F:37])([F:38])[O:27][C:28]1[CH:33]=[CH:32][C:31]([C:2]2[CH:3]=[N:4][C:5]([NH:8][C:9]3[CH:24]=[CH:23][C:12]([CH2:13][N:14]4[CH2:19][CH2:18][CH:17]([C:20]([OH:22])=[O:21])[CH2:16][CH2:15]4)=[CH:11][CH:10]=3)=[N:6][CH:7]=2)=[CH:30][CH:29]=1. The catalyst class is: 77. (3) Reactant: [F:1][C:2]1[CH:7]=[CH:6][C:5]([N:8]2[C:16]3[C:11](=[CH:12][C:13]([CH:17]([C:24]4[CH:29]=[CH:28][CH:27]=[CH:26][CH:25]=4)[C:18]([CH3:23])([CH3:22])[CH:19]([OH:21])[CH3:20])=[CH:14][CH:15]=3)[CH:10]=[N:9]2)=[CH:4][CH:3]=1.CC(OI1(OC(C)=O)(OC(C)=O)OC(=O)C2C=CC=CC1=2)=O. Product: [F:1][C:2]1[CH:3]=[CH:4][C:5]([N:8]2[C:16]3[C:11](=[CH:12][C:13]([CH:17]([C:24]4[CH:25]=[CH:26][CH:27]=[CH:28][CH:29]=4)[C:18]([CH3:23])([CH3:22])[C:19](=[O:21])[CH3:20])=[CH:14][CH:15]=3)[CH:10]=[N:9]2)=[CH:6][CH:7]=1. The catalyst class is: 2. (4) Reactant: C(OC([O-])=O)(O[C:4]([O:6][C:7]([CH3:10])([CH3:9])[CH3:8])=[O:5])=O.C(N(C(C)C)CC)(C)C.CNC1(NC)C=CN=CC1.[CH3:34][C:35]1[C:36]([C:47]([F:50])([F:49])[F:48])=[CH:37][C:38]2[NH:39][CH2:40][CH2:41][CH2:42][C:43](=[O:46])[C:44]=2[N:45]=1. Product: [C:7]([O:6][C:4]([N:39]1[CH2:40][CH2:41][CH2:42][C:43](=[O:46])[C:44]2[N:45]=[C:35]([CH3:34])[C:36]([C:47]([F:48])([F:49])[F:50])=[CH:37][C:38]1=2)=[O:5])([CH3:8])([CH3:9])[CH3:10]. The catalyst class is: 4.